This data is from Forward reaction prediction with 1.9M reactions from USPTO patents (1976-2016). The task is: Predict the product of the given reaction. (1) The product is: [Cl:1][C:2]1[CH:7]=[C:6]([N+:8]([O-:10])=[O:9])[C:5]([S:23][CH2:18][CH3:17])=[CH:4][C:3]=1[O:12][CH3:13]. Given the reactants [Cl:1][C:2]1[CH:7]=[C:6]([N+:8]([O-:10])=[O:9])[C:5](Cl)=[CH:4][C:3]=1[O:12][CH3:13].ClC1C=[CH:17][C:18]([S:23]CC)=C(C=1)C#N, predict the reaction product. (2) Given the reactants [F:1][C:2]1[CH:3]=[CH:4][C:5]2[C:6]3[C:15]([C:16]([N:18]([CH3:20])[CH3:19])=[O:17])=[N:14][NH:13][C:12](=[O:21])[C:7]=3[N:8]([CH3:11])[C:9]=2[CH:10]=1.C(=O)([O-])[O-].[K+].[K+].Br[C:29]1[CH:30]=[N:31][C:32]([O:35][CH3:36])=[CH:33][CH:34]=1, predict the reaction product. The product is: [F:1][C:2]1[CH:3]=[CH:4][C:5]2[C:6]3[C:15]([C:16]([N:18]([CH3:19])[CH3:20])=[O:17])=[N:14][N:13]([C:29]4[CH:34]=[CH:33][C:32]([O:35][CH3:36])=[N:31][CH:30]=4)[C:12](=[O:21])[C:7]=3[N:8]([CH3:11])[C:9]=2[CH:10]=1. (3) Given the reactants [NH2:1][C:2]1[C:3]([C:16]2[CH:24]=[CH:23][C:19]([C:20](O)=[O:21])=[C:18]([F:25])[CH:17]=2)=[N:4][C:5]([CH:8]2[CH2:13][CH2:12][C:11]([F:15])([F:14])[CH2:10][CH2:9]2)=[CH:6][N:7]=1.CCN(C(C)C)C(C)C.[NH2:35][C@@H:36]([C:46]1[CH:51]=[CH:50][CH:49]=[C:48]([Cl:52])[CH:47]=1)[CH2:37][NH:38][C:39](=[O:45])[O:40][C:41]([CH3:44])([CH3:43])[CH3:42].CN(C(ON1N=NC2C=CC=NC1=2)=[N+](C)C)C.F[P-](F)(F)(F)(F)F, predict the reaction product. The product is: [NH2:1][C:2]1[C:3]([C:16]2[CH:24]=[CH:23][C:19]([C:20]([NH:35][C@@H:36]([C:46]3[CH:51]=[CH:50][CH:49]=[C:48]([Cl:52])[CH:47]=3)[CH2:37][NH:38][C:39](=[O:45])[O:40][C:41]([CH3:44])([CH3:43])[CH3:42])=[O:21])=[C:18]([F:25])[CH:17]=2)=[N:4][C:5]([CH:8]2[CH2:9][CH2:10][C:11]([F:14])([F:15])[CH2:12][CH2:13]2)=[CH:6][N:7]=1.